Dataset: Catalyst prediction with 721,799 reactions and 888 catalyst types from USPTO. Task: Predict which catalyst facilitates the given reaction. (1) Reactant: [CH:1]([NH:4][CH2:5][C@@H:6]1[C@H:10]2[O:11][C:12]([CH3:15])([CH3:14])[O:13][C@H:9]2[C@H:8]([N:16]2[CH:24]=[N:23][C:22]3[C:17]2=[N:18][CH:19]=[N:20][C:21]=3[NH2:25])[O:7]1)([CH3:3])[CH3:2].O=[CH:27][CH2:28][CH2:29][CH2:30][C:31]([O:33][CH2:34][C:35]1[CH:40]=[CH:39][CH:38]=[CH:37][CH:36]=1)=[O:32].[BH-](OC(C)=O)(OC(C)=O)OC(C)=O.[Na+]. Product: [NH2:25][C:21]1[N:20]=[CH:19][N:18]=[C:17]2[C:22]=1[N:23]=[CH:24][N:16]2[C@H:8]1[C@@H:9]2[O:13][C:12]([CH3:15])([CH3:14])[O:11][C@@H:10]2[C@@H:6]([CH2:5][N:4]([CH:1]([CH3:3])[CH3:2])[CH2:27][CH2:28][CH2:29][CH2:30][C:31]([O:33][CH2:34][C:35]2[CH:40]=[CH:39][CH:38]=[CH:37][CH:36]=2)=[O:32])[O:7]1. The catalyst class is: 525. (2) Reactant: C([O:4][C@@H:5]1[C@@H:29]([O:30]C(=O)C)[C@H:28]([O:34]C(=O)C)[C@@H:27]([CH2:38][O:39]C(=O)C)[O:26][C@H:6]1[O:7][C:8]1[CH:13]=[C:12]([CH2:14][O:15][CH3:16])[CH:11]=[CH:10][C:9]=1[CH2:17][C:18]1[CH:23]=[CH:22][C:21]([O:24][CH3:25])=[CH:20][CH:19]=1)(=O)C.C[O-].[Na+]. Product: [O:7]([C:8]1[CH:13]=[C:12]([CH2:14][O:15][CH3:16])[CH:11]=[CH:10][C:9]=1[CH2:17][C:18]1[CH:19]=[CH:20][C:21]([O:24][CH3:25])=[CH:22][CH:23]=1)[C@@H:6]1[O:26][C@H:27]([CH2:38][OH:39])[C@@H:28]([OH:34])[C@H:29]([OH:30])[C@H:5]1[OH:4]. The catalyst class is: 5. (3) Product: [C:7]([C:11]1[O:12][CH:13]=[C:14]([C:16](=[C:25]([C:24]2[C:20]([Cl:19])=[N:21][N:22]([CH3:29])[C:23]=2[Cl:28])[OH:26])[C:17]#[N:18])[N:15]=1)([CH3:10])([CH3:8])[CH3:9]. The catalyst class is: 1. Reactant: CC(C)([O-])C.[K+].[C:7]([C:11]1[O:12][CH:13]=[C:14]([CH2:16][C:17]#[N:18])[N:15]=1)([CH3:10])([CH3:9])[CH3:8].[Cl:19][C:20]1[C:24]([C:25](Cl)=[O:26])=[C:23]([Cl:28])[N:22]([CH3:29])[N:21]=1. (4) Reactant: [Si:1]([O:8][C@@H:9]([C@@H:11]1[C@@H:14]([C@@H:15]([CH3:34])[C:16]([C:18]2[S:22][C:21]3=[C:23]([C:26]([C:28]4[CH:29]=[N:30][CH:31]=[CH:32][CH:33]=4)=[O:27])[N:24]=[CH:25][N:20]3[CH:19]=2)=O)[N:13]([C:35]([C:55]([O:57][CH2:58][C:59]2[CH:64]=[CH:63][C:62]([N+:65]([O-:67])=[O:66])=[CH:61][CH:60]=2)=[O:56])=P(C2C=CC=CC=2)(C2C=CC=CC=2)C2C=CC=CC=2)[C:12]1=[O:68])[CH3:10])([C:4]([CH3:7])([CH3:6])[CH3:5])([CH3:3])[CH3:2]. Product: [N+:65]([C:62]1[CH:61]=[CH:60][C:59]([CH2:58][O:57][C:55]([C:35]2[N:13]3[C:12](=[O:68])[C@H:11]([C@H:9]([O:8][Si:1]([C:4]([CH3:7])([CH3:5])[CH3:6])([CH3:3])[CH3:2])[CH3:10])[C@H:14]3[C@@H:15]([CH3:34])[C:16]=2[C:18]2[S:22][C:21]3=[C:23]([C:26]([C:28]4[CH:29]=[N:30][CH:31]=[CH:32][CH:33]=4)=[O:27])[N:24]=[CH:25][N:20]3[CH:19]=2)=[O:56])=[CH:64][CH:63]=1)([O-:67])=[O:66]. The catalyst class is: 11.